Dataset: Forward reaction prediction with 1.9M reactions from USPTO patents (1976-2016). Task: Predict the product of the given reaction. (1) Given the reactants [CH2:1]([O:3][C:4](=[O:46])[CH:5]([O:32][C:33]1[CH:38]=[CH:37][CH:36]=[CH:35][C:34]=1[CH2:39][CH2:40][C:41]([O:43][CH2:44][CH3:45])=[O:42])[CH:6]([CH2:8][CH2:9][CH2:10][CH2:11][CH2:12][CH2:13][O:14][C:15]1[CH:20]=[C:19]([C:21]2[C:22](=[O:30])[N:23]([CH3:29])[C:24](=[O:28])[N:25]([CH3:27])[CH:26]=2)[CH:18]=[C:17](Br)[CH:16]=1)[CH3:7])[CH3:2].[CH3:47][O:48][C:49]1[CH:54]=[CH:53][C:52](B(O)O)=[CH:51][CH:50]=1, predict the reaction product. The product is: [CH2:1]([O:3][C:4](=[O:46])[CH:5]([O:32][C:33]1[CH:38]=[CH:37][CH:36]=[CH:35][C:34]=1[CH2:39][CH2:40][C:41]([O:43][CH2:44][CH3:45])=[O:42])[CH:6]([CH2:8][CH2:9][CH2:10][CH2:11][CH2:12][CH2:13][O:14][C:15]1[CH:16]=[C:17]([C:52]2[CH:53]=[CH:54][C:49]([O:48][CH3:47])=[CH:50][CH:51]=2)[CH:18]=[C:19]([C:21]2[C:22](=[O:30])[N:23]([CH3:29])[C:24](=[O:28])[N:25]([CH3:27])[CH:26]=2)[CH:20]=1)[CH3:7])[CH3:2]. (2) Given the reactants [Br:1][C:2]1[S:3][CH:4]=[C:5]([C:7](Cl)=[O:8])[N:6]=1.[CH3:10][O:11][C:12](=[O:18])[CH:13]=[C:14]([NH:16][CH3:17])[CH3:15], predict the reaction product. The product is: [CH3:10][O:11][C:12](=[O:18])[CH:13]([C:7]([C:5]1[N:6]=[C:2]([Br:1])[S:3][CH:4]=1)=[O:8])/[C:14](=[N:16]/[CH3:17])/[CH3:15]. (3) The product is: [NH2:2][CH2:1][C:3]1([C:6]([O:8][CH2:9][CH3:10])=[O:7])[CH2:5][CH2:4]1. Given the reactants [C:1]([C:3]1([C:6]([O:8][CH2:9][CH3:10])=[O:7])[CH2:5][CH2:4]1)#[N:2].N, predict the reaction product. (4) Given the reactants [N:1]1([CH2:6][CH2:7][O:8][C:9]2[CH:14]=[C:13]([NH:15][C@@H:16]3[CH2:21][CH2:20][C@H:19]([C:22]([NH:24][CH:25]([CH3:27])[CH3:26])=[O:23])[CH2:18][CH2:17]3)[C:12]([NH2:28])=[CH:11][N:10]=2)[CH:5]=[N:4][CH:3]=[N:2]1.[F:29][C:30]1[CH:64]=[CH:63][C:33]([C:34](/[N:36]=[C:37]2/N([C@H]3CC[C@@H](C(=O)NC(C)C)CC3)C3C=C(OCCOC)N=CC=3N/2)=[O:35])=[CH:32][CH:31]=1, predict the reaction product. The product is: [N:1]1([CH2:6][CH2:7][O:8][C:9]2[N:10]=[CH:11][C:12]3[NH:28]/[C:37](=[N:36]\[C:34](=[O:35])[C:33]4[CH:63]=[CH:64][C:30]([F:29])=[CH:31][CH:32]=4)/[N:15]([C@H:16]4[CH2:17][CH2:18][C@@H:19]([C:22](=[O:23])[NH:24][CH:25]([CH3:26])[CH3:27])[CH2:20][CH2:21]4)[C:13]=3[CH:14]=2)[CH:5]=[N:4][CH:3]=[N:2]1. (5) Given the reactants [F:1][C:2]1[CH:7]=[CH:6][CH:5]=[CH:4][C:3]=1[C@:8]12[CH2:17][C@H:16]([OH:18])[CH2:15][CH2:14][C@H:13]1[CH2:12][S:11][C:10]([NH:19][C:20](=[O:26])[O:21][C:22]([CH3:25])([CH3:24])[CH3:23])=[N:9]2.[CH3:27][O:28][C:29]1[CH:36]=[CH:35][C:32]([CH2:33]Cl)=[CH:31][CH:30]=1.C(=O)([O-])[O-].[K+].[K+].C(OCC)(=O)C, predict the reaction product. The product is: [F:1][C:2]1[CH:7]=[CH:6][CH:5]=[CH:4][C:3]=1[C@:8]12[CH2:17][C@H:16]([OH:18])[CH2:15][CH2:14][C@H:13]1[CH2:12][S:11][C:10]([N:19]([CH2:33][C:32]1[CH:35]=[CH:36][C:29]([O:28][CH3:27])=[CH:30][CH:31]=1)[C:20](=[O:26])[O:21][C:22]([CH3:23])([CH3:25])[CH3:24])=[N:9]2. (6) Given the reactants [NH2:1][C:2]1[CH:10]=[CH:9][C:8]([I:11])=[CH:7][C:3]=1[C:4]([NH2:6])=[O:5].C(N(CC)CC)C.Cl[C:20](=[O:26])[C:21]([O:23][CH2:24][CH3:25])=[O:22].O, predict the reaction product. The product is: [NH2:6][C:4]([C:3]1[CH:7]=[C:8]([I:11])[CH:9]=[CH:10][C:2]=1[NH:1][C:20](=[O:26])[C:21]([O:23][CH2:24][CH3:25])=[O:22])=[O:5]. (7) Given the reactants [NH2:1][C:2]1[CH:6]=[CH:5][NH:4][N:3]=1.CCO[C:10]([CH3:12])=O, predict the reaction product. The product is: [N:1]1[CH:12]=[CH:10][CH:5]=[CH:6][C:2]=1[C:5]1[CH:6]=[C:2]([NH2:1])[NH:3][N:4]=1. (8) Given the reactants [C:1]1([CH2:7][O:8][C:9]2[CH:10]=[C:11]3[C:15](=[CH:16][CH:17]=2)[N:14]([S:18]([C:21]2[CH:26]=[CH:25][CH:24]=[CH:23][CH:22]=2)(=[O:20])=[O:19])[C:13]([CH2:27][CH2:28][CH3:29])=[CH:12]3)[CH:6]=[CH:5][CH:4]=[CH:3][CH:2]=1.S(Cl)([Cl:33])(=O)=O, predict the reaction product. The product is: [Cl:33][C:10]1[C:9]([O:8][CH2:7][C:1]2[CH:2]=[CH:3][CH:4]=[CH:5][CH:6]=2)=[CH:17][CH:16]=[C:15]2[C:11]=1[CH:12]=[C:13]([CH2:27][CH2:28][CH3:29])[N:14]2[S:18]([C:21]1[CH:26]=[CH:25][CH:24]=[CH:23][CH:22]=1)(=[O:20])=[O:19]. (9) Given the reactants [C:1]1([N:7]2[C:12](=[O:13])[C:11]3[S:14][CH:15]=[C:16]([C:17]4[CH:22]=[CH:21][CH:20]=[CH:19][CH:18]=4)[C:10]=3[N:9]=[CH:8]2)[CH:6]=[CH:5][CH:4]=CC=1.NC1C(C2C=CC=CC=2[F:35])=CSC=1C(OC)=O.C(OCC)(OCC)OCC.C1(N)CCC1, predict the reaction product. The product is: [CH:1]1([N:7]2[C:12](=[O:13])[C:11]3[S:14][CH:15]=[C:16]([C:17]4[CH:18]=[CH:19][CH:20]=[CH:21][C:22]=4[F:35])[C:10]=3[N:9]=[CH:8]2)[CH2:6][CH2:5][CH2:4]1. (10) Given the reactants [CH2:1]([N:8]([CH2:21][C:22]1[CH:27]=[CH:26][CH:25]=[CH:24][CH:23]=1)[C:9]1[CH:10]=[C:11]2[C:16](=[CH:17][C:18]=1[F:19])[C:15]([NH2:20])=[N:14][CH:13]=[CH:12]2)[C:2]1[CH:7]=[CH:6][CH:5]=[CH:4][CH:3]=1.[O:28](C(OC(C)(C)C)=O)[C:29]([O:31][C:32]([CH3:35])([CH3:34])[CH3:33])=O, predict the reaction product. The product is: [C:32]([O:31][C:29]([N:20]([C:15]1[C:16]2[C:11](=[CH:10][C:9]([N:8]([CH2:1][C:2]3[CH:3]=[CH:4][CH:5]=[CH:6][CH:7]=3)[CH2:21][C:22]3[CH:27]=[CH:26][CH:25]=[CH:24][CH:23]=3)=[C:18]([F:19])[CH:17]=2)[CH:12]=[CH:13][N:14]=1)[C:29](=[O:28])[O:31][C:32]([CH3:35])([CH3:34])[CH3:33])=[O:28])([CH3:35])([CH3:34])[CH3:33].